Dataset: Reaction yield outcomes from USPTO patents with 853,638 reactions. Task: Predict the reaction yield, written as a fraction of the theoretical maximum amount of product (1.0 means a 100% yield; for example, 0.34 means a 34% yield). The reactants are C[Si](C)(C)[O-].[K+].C[O:8][C:9](=[O:41])[C@@H:10]([NH:16][C:17]([C:19]1[CH:27]=[C:26]2[C:22]([CH:23]=[N:24][N:25]2[CH2:28][CH:29]([CH3:31])[CH3:30])=[CH:21][C:20]=1[O:32][C:33]1[CH:38]=[CH:37][C:36]([F:39])=[CH:35][C:34]=1[F:40])=[O:18])[CH2:11][CH2:12][N:13]([CH3:15])[CH3:14].Cl. The catalyst is C1COCC1. The product is [F:40][C:34]1[CH:35]=[C:36]([F:39])[CH:37]=[CH:38][C:33]=1[O:32][C:20]1[CH:21]=[C:22]2[C:26](=[CH:27][C:19]=1[C:17]([NH:16][C@@H:10]([CH2:11][CH2:12][N:13]([CH3:14])[CH3:15])[C:9]([OH:41])=[O:8])=[O:18])[N:25]([CH2:28][CH:29]([CH3:31])[CH3:30])[N:24]=[CH:23]2. The yield is 0.680.